Task: Predict the reaction yield, written as a fraction of the theoretical maximum amount of product (1.0 means a 100% yield; for example, 0.34 means a 34% yield).. Dataset: Reaction yield outcomes from USPTO patents with 853,638 reactions (1) The reactants are C(=O)([O-])[O-].[K+].[K+].[F:7][C:8]1[CH:15]=[C:14](F)[C:13]([F:17])=[CH:12][C:9]=1[C:10]#[N:11].[NH2:18][C@H:19]1[CH2:24][CH2:23][C@H:22]([NH:25][C:26](=[O:32])[O:27][C:28]([CH3:31])([CH3:30])[CH3:29])[CH2:21][CH2:20]1.[Cl-].[Na+].C(=O)([O-])O.[Na+]. The catalyst is CN(C)C=O. The product is [C:10]([C:9]1[C:8]([F:7])=[CH:15][C:14]([NH:18][C@H:19]2[CH2:24][CH2:23][C@H:22]([NH:25][C:26](=[O:32])[O:27][C:28]([CH3:30])([CH3:29])[CH3:31])[CH2:21][CH2:20]2)=[C:13]([F:17])[CH:12]=1)#[N:11]. The yield is 0.500. (2) The reactants are [Cl:1][C:2]1[N:7]=[C:6]([NH:8][CH3:9])[C:5]2[C:10]([C:13]([O:15][CH3:16])=[O:14])=[N:11][NH:12][C:4]=2[CH:3]=1.[Br:17][C:18]1[CH:19]=[C:20](B(O)O)[CH:21]=[CH:22][CH:23]=1. No catalyst specified. The product is [Br:17][C:18]1[CH:23]=[C:22]([N:12]2[C:4]3[CH:3]=[C:2]([Cl:1])[N:7]=[C:6]([NH:8][CH3:9])[C:5]=3[C:10]([C:13]([O:15][CH3:16])=[O:14])=[N:11]2)[CH:21]=[CH:20][CH:19]=1. The yield is 0.550. (3) The reactants are [CH2:1]([NH:3][C:4](=[O:44])[NH:5][C:6]1[N:11]=[CH:10][C:9]([C:12]2[CH:13]=[C:14]3[C:19](=[CH:20][CH:21]=2)[N:18]([C@@H:22]([CH2:25][CH:26]([CH3:28])[CH3:27])[CH2:23][OH:24])[CH:17]=[C:16]([C:29]([O:31]CC)=O)[C:15]3=[O:34])=[C:8]([C:35]2[S:36][CH:37]=[C:38]([C:40]([F:43])([F:42])[F:41])[N:39]=2)[CH:7]=1)[CH3:2].[CH3:45][NH2:46].C(O)C. No catalyst specified. The product is [CH2:1]([NH:3][C:4](=[O:44])[NH:5][C:6]1[N:11]=[CH:10][C:9]([C:12]2[CH:13]=[C:14]3[C:19](=[CH:20][CH:21]=2)[N:18]([C@@H:22]([CH2:25][CH:26]([CH3:27])[CH3:28])[CH2:23][OH:24])[CH:17]=[C:16]([C:29]([NH:46][CH3:45])=[O:31])[C:15]3=[O:34])=[C:8]([C:35]2[S:36][CH:37]=[C:38]([C:40]([F:42])([F:41])[F:43])[N:39]=2)[CH:7]=1)[CH3:2]. The yield is 0.800. (4) The reactants are [CH2:1]([O:8][C:9]1[C:14]([CH3:15])=[CH:13][C:12]([C:16]#[C:17][Si](C)(C)C)=[CH:11][C:10]=1[CH3:22])[C:2]1[CH:7]=[CH:6][CH:5]=[CH:4][CH:3]=1.[F-].C([N+](CCCC)(CCCC)CCCC)CCC.[NH4+].[Cl-]. The catalyst is C1COCC1. The product is [CH2:1]([O:8][C:9]1[C:14]([CH3:15])=[CH:13][C:12]([C:16]#[CH:17])=[CH:11][C:10]=1[CH3:22])[C:2]1[CH:7]=[CH:6][CH:5]=[CH:4][CH:3]=1. The yield is 0.910. (5) The reactants are [CH3:1][C:2]1([CH3:16])[C:6]([CH3:8])([CH3:7])[O:5][B:4]([C:9]2[CH:10]=[C:11]([CH:13]=[CH:14][CH:15]=2)[NH2:12])[O:3]1.Br[CH2:18][CH2:19][OH:20].C(N(CC)C(C)C)(C)C. The catalyst is C1(C)C=CC=CC=1. The product is [CH3:8][C:6]1([CH3:7])[C:2]([CH3:16])([CH3:1])[O:3][B:4]([C:9]2[CH:10]=[C:11]([NH:12][CH2:18][CH2:19][OH:20])[CH:13]=[CH:14][CH:15]=2)[O:5]1. The yield is 0.290.